This data is from Forward reaction prediction with 1.9M reactions from USPTO patents (1976-2016). The task is: Predict the product of the given reaction. (1) Given the reactants [Br:1][C:2]1[N:3]=[C:4]2[CH:11]=[CH:10][NH:9][C:5]2=[N:6][C:7]=1[CH3:8].[H-].[Na+].Cl[CH2:15][O:16][CH2:17][CH2:18][Si:19]([CH3:22])([CH3:21])[CH3:20], predict the reaction product. The product is: [Br:1][C:2]1[N:3]=[C:4]2[CH:11]=[CH:10][N:9]([CH2:15][O:16][CH2:17][CH2:18][Si:19]([CH3:22])([CH3:21])[CH3:20])[C:5]2=[N:6][C:7]=1[CH3:8]. (2) Given the reactants [NH2:1][C@H:2]1[CH2:7][CH2:6][C@H:5]([CH2:8][NH:9][C:10]2[C:15]([N+:16]([O-:18])=[O:17])=[CH:14][N:13]=[C:12]([NH:19][CH2:20][C:21]3[CH:26]=[CH:25][CH:24]=[CH:23][C:22]=3[O:27][C:28]([F:31])([F:30])[F:29])[N:11]=2)[CH2:4][CH2:3]1.[CH2:32](Br)[C:33]1[CH:38]=[CH:37][CH:36]=[CH:35][CH:34]=1.CCN(C(C)C)C(C)C, predict the reaction product. The product is: [CH2:32]([NH:1][C@H:2]1[CH2:3][CH2:4][C@H:5]([CH2:8][NH:9][C:10]2[C:15]([N+:16]([O-:18])=[O:17])=[CH:14][N:13]=[C:12]([NH:19][CH2:20][C:21]3[CH:26]=[CH:25][CH:24]=[CH:23][C:22]=3[O:27][C:28]([F:30])([F:31])[F:29])[N:11]=2)[CH2:6][CH2:7]1)[C:33]1[CH:38]=[CH:37][CH:36]=[CH:35][CH:34]=1.